Dataset: Forward reaction prediction with 1.9M reactions from USPTO patents (1976-2016). Task: Predict the product of the given reaction. (1) Given the reactants [C:1]1([C:6]([NH:8][CH2:9][C:10]([O:12]C)=[O:11])=[O:7])[S:5][CH:4]=[CH:3][CH:2]=1.[OH-].[Na+:15], predict the reaction product. The product is: [C:1]1([C:6]([NH:8][CH2:9][C:10]([O-:12])=[O:11])=[O:7])[S:5][CH:4]=[CH:3][CH:2]=1.[Na+:15]. (2) Given the reactants [CH2:1]([N:3]1[C:15]2[CH:14]=[CH:13][C:12]([C:16](=[O:18])[CH3:17])=[CH:11][C:10]=2[C:9]2[C:4]1=[CH:5][CH:6]=[C:7]([C:19](=[O:27])[C:20]1[CH:25]=[CH:24][C:23](F)=[CH:22][CH:21]=1)[CH:8]=2)[CH3:2].[NH:28]1[CH2:33][CH2:32][O:31][CH2:30][CH2:29]1.O.[O-]S([O-])(=O)=O.[Mg+2], predict the reaction product. The product is: [CH2:1]([N:3]1[C:15]2[CH:14]=[CH:13][C:12]([C:16](=[O:18])[CH3:17])=[CH:11][C:10]=2[C:9]2[C:4]1=[CH:5][CH:6]=[C:7]([C:19](=[O:27])[C:20]1[CH:25]=[CH:24][C:23]([N:28]3[CH2:33][CH2:32][O:31][CH2:30][CH2:29]3)=[CH:22][CH:21]=1)[CH:8]=2)[CH3:2].